Dataset: Catalyst prediction with 721,799 reactions and 888 catalyst types from USPTO. Task: Predict which catalyst facilitates the given reaction. (1) The catalyst class is: 45. Reactant: [CH3:1][C:2]1[N:3]=[C:4]([NH:7][C:8]([C:10]2[C:15]([NH2:16])=[CH:14][CH:13]=[C:12]([CH3:17])[N:11]=2)=[O:9])[S:5][CH:6]=1.Br[C:19]1[CH:20]=[N:21][CH:22]=[CH:23][CH:24]=1. Product: [CH3:1][C:2]1[N:3]=[C:4]([NH:7][C:8]([C:10]2[C:15]([NH:16][C:19]3[CH:20]=[N:21][CH:22]=[CH:23][CH:24]=3)=[CH:14][CH:13]=[C:12]([CH3:17])[N:11]=2)=[O:9])[S:5][CH:6]=1. (2) Reactant: O[C:2]1([C:16]2[CH:21]=[CH:20][CH:19]=[C:18]([N:22]3[C:30]4[CH:29]=[C:28]([C:31]5[CH:32]=[N:33][N:34]([CH3:36])[CH:35]=5)[N:27]=[CH:26][C:25]=4[CH:24]=[N:23]3)[N:17]=2)[CH2:8][CH2:7][CH2:6][N:5](C(OC(C)(C)C)=O)[CH2:4][CH2:3]1.C(N(S(F)(F)[F:43])CC)C. Product: [F:43][C:2]1([C:16]2[N:17]=[C:18]([N:22]3[C:30]4[CH:29]=[C:28]([C:31]5[CH:32]=[N:33][N:34]([CH3:36])[CH:35]=5)[N:27]=[CH:26][C:25]=4[CH:24]=[N:23]3)[CH:19]=[CH:20][CH:21]=2)[CH2:8][CH2:7][CH2:6][NH:5][CH2:4][CH2:3]1. The catalyst class is: 2. (3) Reactant: Br[C:2]1[CH:3]=[C:4]([N+:9]([O-:11])=[O:10])[C:5]([CH3:8])=[N:6][CH:7]=1.[CH2:12]([NH:15][C:16](=[O:22])[O:17][C:18]([CH3:21])([CH3:20])[CH3:19])[C:13]#[CH:14]. Product: [C:18]([O:17][C:16](=[O:22])[NH:15][CH2:12][C:13]#[C:14][C:2]1[CH:7]=[N:6][C:5]([CH3:8])=[C:4]([N+:9]([O-:11])=[O:10])[CH:3]=1)([CH3:21])([CH3:20])[CH3:19]. The catalyst class is: 778. (4) Reactant: [CH2:1]([NH:8][CH2:9][P:10](=[O:17])([O:14][CH2:15][CH3:16])[O:11][CH2:12][CH3:13])[C:2]1[CH:7]=[CH:6][CH:5]=[CH:4][CH:3]=1.CCN(C(C)C)C(C)C.Br[CH2:28][C:29]([O:31][CH2:32][CH3:33])=[O:30]. Product: [CH2:1]([N:8]([CH2:9][P:10]([O:14][CH2:15][CH3:16])([O:11][CH2:12][CH3:13])=[O:17])[CH2:28][C:29]([O:31][CH2:32][CH3:33])=[O:30])[C:2]1[CH:3]=[CH:4][CH:5]=[CH:6][CH:7]=1. The catalyst class is: 10. (5) Reactant: Br[C:2]1[CH:7]=[CH:6][CH:5]=[CH:4][N:3]=1.[Br:8][C:9]1[CH:10]=[C:11]([OH:15])[CH:12]=[CH:13][CH:14]=1.C([O-])([O-])=O.[K+].[K+]. Product: [Br:8][C:9]1[CH:10]=[C:11]([CH:12]=[CH:13][CH:14]=1)[O:15][C:2]1[CH:7]=[CH:6][CH:5]=[CH:4][N:3]=1. The catalyst class is: 3. (6) Reactant: [CH2:1]([O:3][C:4]1[CH:9]=[CH:8][C:7]([C:10]2[CH:18]([C:19]3[CH:24]=[CH:23][C:22]([S:25]([CH3:28])(=[O:27])=[O:26])=[CH:21][CH:20]=3)[CH:17]3[N:12]([N:13]=[CH:14][CH:15]=[CH:16]3)[N:11]=2)=[CH:6][CH:5]=1)[CH3:2]. Product: [CH2:1]([O:3][C:4]1[CH:5]=[CH:6][C:7]([C:10]2[C:18]([C:19]3[CH:24]=[CH:23][C:22]([S:25]([CH3:28])(=[O:27])=[O:26])=[CH:21][CH:20]=3)=[C:17]3[N:12]([N:13]=[CH:14][CH:15]=[CH:16]3)[N:11]=2)=[CH:8][CH:9]=1)[CH3:2]. The catalyst class is: 707. (7) Reactant: [CH3:1][O:2][C:3]1[CH:4]=[C:5]2[C:9](=[CH:10][C:11]=1[O:12][CH3:13])[NH:8][N:7]=[CH:6]2.C1(C(N)C2CCCCC2)CCCCC1.[CH3:28][Si:29]([CH2:32][CH2:33][O:34][CH2:35]Cl)([CH3:31])[CH3:30].CCOC(C)=O. Product: [CH3:1][O:2][C:3]1[C:11]([O:12][CH3:13])=[CH:10][C:9]2[C:5](=[CH:6][N:7]([CH2:35][O:34][CH2:33][CH2:32][Si:29]([CH3:31])([CH3:30])[CH3:28])[N:8]=2)[CH:4]=1. The catalyst class is: 1. (8) Reactant: [F:1][C:2]([F:15])([F:14])I1C2C=CC=CC=2C(C)(C)O1.C[Si]([Si](Cl)([Si](C)(C)C)[Si](C)(C)C)(C)C.[NH2:30][C:31]1[N:32]=[CH:33][C:34]2[C:39]([CH:40]=1)=[CH:38][CH:37]=[CH:36][CH:35]=2. The catalyst class is: 10. Product: [F:1][C:2]([F:15])([F:14])[C:40]1[C:39]2[C:34](=[CH:35][CH:36]=[CH:37][CH:38]=2)[CH:33]=[N:32][C:31]=1[NH2:30]. (9) Reactant: [CH:1]1([C:4]2[N:22]=[C:7]3[C:8]([O:20][CH3:21])=[CH:9][CH:10]=[C:11]([C:12](=O)[CH:13]([CH3:18])[CH2:14][C:15](O)=[O:16])[N:6]3[N:5]=2)[CH2:3][CH2:2]1.CC(O)=O.[NH2:27][NH2:28]. Product: [CH:1]1([C:4]2[N:22]=[C:7]3[C:8]([O:20][CH3:21])=[CH:9][CH:10]=[C:11]([C:12]4[CH:13]([CH3:18])[CH2:14][C:15](=[O:16])[NH:27][N:28]=4)[N:6]3[N:5]=2)[CH2:3][CH2:2]1. The catalyst class is: 14.